Dataset: Peptide-MHC class I binding affinity with 185,985 pairs from IEDB/IMGT. Task: Regression. Given a peptide amino acid sequence and an MHC pseudo amino acid sequence, predict their binding affinity value. This is MHC class I binding data. (1) The peptide sequence is LSDHQDLKW. The MHC is HLA-B27:05 with pseudo-sequence HLA-B27:05. The binding affinity (normalized) is 0.0847. (2) The binding affinity (normalized) is 0. The MHC is HLA-A03:01 with pseudo-sequence HLA-A03:01. The peptide sequence is HPVHAGPIA. (3) The peptide sequence is AIIRILQQL. The MHC is HLA-B51:01 with pseudo-sequence HLA-B51:01. The binding affinity (normalized) is 0.134. (4) The peptide sequence is QGKQHLHSL. The binding affinity (normalized) is 0.0847. The MHC is HLA-B15:17 with pseudo-sequence HLA-B15:17. (5) The peptide sequence is VFMDNAFKK. The MHC is HLA-B48:01 with pseudo-sequence HLA-B48:01. The binding affinity (normalized) is 0.0847.